This data is from Full USPTO retrosynthesis dataset with 1.9M reactions from patents (1976-2016). The task is: Predict the reactants needed to synthesize the given product. (1) Given the product [Br:28][C:29]1[N:30]=[CH:31][N:32]([C:2]2[N:7]=[C:6]([C:8]3[CH:13]=[CH:12][C:11]([C:14]([F:16])([F:17])[F:15])=[C:10]([O:18][CH2:19][C:20]([F:21])([F:22])[F:23])[CH:9]=3)[CH:5]=[C:4]([C:24]([F:27])([F:25])[F:26])[N:3]=2)[CH:33]=1, predict the reactants needed to synthesize it. The reactants are: Cl[C:2]1[N:7]=[C:6]([C:8]2[CH:13]=[CH:12][C:11]([C:14]([F:17])([F:16])[F:15])=[C:10]([O:18][CH2:19][C:20]([F:23])([F:22])[F:21])[CH:9]=2)[CH:5]=[C:4]([C:24]([F:27])([F:26])[F:25])[N:3]=1.[Br:28][C:29]1[N:30]=[CH:31][NH:32][CH:33]=1. (2) Given the product [CH2:8]([O:15][C:16]1[CH:23]=[CH:22][C:21]([Cl:24])=[CH:20][C:17]=1[CH:18]=[N:7][C:3]1[CH:2]=[N:1][CH:6]=[CH:5][CH:4]=1)[C:9]1[CH:10]=[CH:11][CH:12]=[CH:13][CH:14]=1, predict the reactants needed to synthesize it. The reactants are: [N:1]1[CH:6]=[CH:5][CH:4]=[C:3]([NH2:7])[CH:2]=1.[CH2:8]([O:15][C:16]1[CH:23]=[CH:22][C:21]([Cl:24])=[CH:20][C:17]=1[CH:18]=O)[C:9]1[CH:14]=[CH:13][CH:12]=[CH:11][CH:10]=1.